This data is from Catalyst prediction with 721,799 reactions and 888 catalyst types from USPTO. The task is: Predict which catalyst facilitates the given reaction. (1) Reactant: Cl.CNN.Cl.CN1CCC(C(O)=O)CC1.C(N)=O.Cl[C:20]1[N:25]=[C:24]([CH:26]2[CH2:31][CH2:30][N:29]([CH3:32])[CH2:28][CH2:27]2)[N:23]=[C:22]2[N:33]([CH3:36])[N:34]=[CH:35][C:21]=12.[NH2:37][C:38]1[CH:39]=[C:40]([NH:45][C:46](=[O:57])[C:47]2[CH:52]=[CH:51][CH:50]=[C:49]([C:53]([F:56])([F:55])[F:54])[CH:48]=2)[CH:41]=[CH:42][C:43]=1[CH3:44]. The catalyst class is: 107. Product: [CH3:44][C:43]1[CH:42]=[CH:41][C:40]([NH:45][C:46](=[O:57])[C:47]2[CH:52]=[CH:51][CH:50]=[C:49]([C:53]([F:54])([F:55])[F:56])[CH:48]=2)=[CH:39][C:38]=1[NH:37][C:20]1[N:25]=[C:24]([CH:26]2[CH2:31][CH2:30][N:29]([CH3:32])[CH2:28][CH2:27]2)[N:23]=[C:22]2[N:33]([CH3:36])[N:34]=[CH:35][C:21]=12. (2) Reactant: [N+:1]([O:4][CH:5]([CH2:35][O:36][N+:37]([O-:39])=[O:38])[CH2:6][CH2:7][CH2:8][O:9][C:10]([O:12][CH2:13]/[C:14](/[C:25]1[CH:30]=[CH:29][C:28]([S:31]([CH3:34])(=[O:33])=[O:32])=[CH:27][CH:26]=1)=[C:15](/[C:19]1[CH:24]=[CH:23][CH:22]=[CH:21][CH:20]=1)\[C:16]([OH:18])=[O:17])=[O:11])([O-:3])=[O:2].[CH2:40](I)[CH3:41].C(=O)([O-])[O-].[K+].[K+]. Product: [N+:1]([O:4][CH:5]([CH2:35][O:36][N+:37]([O-:39])=[O:38])[CH2:6][CH2:7][CH2:8][O:9][C:10]([O:12][CH2:13]/[C:14](/[C:25]1[CH:30]=[CH:29][C:28]([S:31]([CH3:34])(=[O:32])=[O:33])=[CH:27][CH:26]=1)=[C:15](/[C:19]1[CH:24]=[CH:23][CH:22]=[CH:21][CH:20]=1)\[C:16]([O:18][CH2:40][CH3:41])=[O:17])=[O:11])([O-:3])=[O:2]. The catalyst class is: 3. (3) Reactant: [Br:1][C:2]1[CH:14]=[CH:13][C:12]2[C:11]3[C:6](=[CH:7][C:8](Br)=[CH:9][CH:10]=3)[C:5]([CH2:22][CH2:23][CH2:24][CH2:25][CH2:26][CH3:27])([CH2:16][CH2:17][CH2:18][CH2:19][CH2:20][CH3:21])[C:4]=2[CH:3]=1.C([Sn](CCCC)(CCCC)[C:33]1[S:34][CH:35]=[CH:36][CH:37]=1)CCC.C(=O)([O-])[O-].[Na+].[Na+].C1(C)C=CC=CC=1. Product: [Br:1][C:2]1[CH:3]=[C:4]2[C:12]([C:11]3[CH:10]=[CH:9][C:8]([C:33]4[S:34][CH:35]=[CH:36][CH:37]=4)=[CH:7][C:6]=3[C:5]2([CH2:22][CH2:23][CH2:24][CH2:25][CH2:26][CH3:27])[CH2:16][CH2:17][CH2:18][CH2:19][CH2:20][CH3:21])=[CH:13][CH:14]=1. The catalyst class is: 461.